This data is from Forward reaction prediction with 1.9M reactions from USPTO patents (1976-2016). The task is: Predict the product of the given reaction. Given the reactants Cl[C:2]1[N:6]([CH3:7])[C:5]2[C:8]([CH:13]([CH2:16][CH3:17])[CH2:14][CH3:15])=[CH:9][CH:10]=[C:11]([Cl:12])[C:4]=2[N:3]=1.[Cl:18][C:19]1[CH:24]=[C:23]([Cl:25])[CH:22]=[C:21]([CH3:26])[C:20]=1[OH:27].C(=O)([O-])[O-].[K+].[K+], predict the reaction product. The product is: [Cl:12][C:11]1[C:4]2[N:3]=[C:2]([O:27][C:20]3[C:21]([CH3:26])=[CH:22][C:23]([Cl:25])=[CH:24][C:19]=3[Cl:18])[N:6]([CH3:7])[C:5]=2[C:8]([CH:13]([CH2:16][CH3:17])[CH2:14][CH3:15])=[CH:9][CH:10]=1.